Dataset: Catalyst prediction with 721,799 reactions and 888 catalyst types from USPTO. Task: Predict which catalyst facilitates the given reaction. Reactant: Cl[C:2](Cl)([O:4]C(=O)OC(Cl)(Cl)Cl)Cl.CN1CCOCC1.[Cl:20][C:21]1[CH:27]=[CH:26][C:24]([NH2:25])=[CH:23][C:22]=1[C:28]([F:31])([F:30])[F:29]. Product: [Cl:20][C:21]1[CH:27]=[CH:26][C:24]([N:25]=[C:2]=[O:4])=[CH:23][C:22]=1[C:28]([F:29])([F:30])[F:31]. The catalyst class is: 22.